Dataset: Catalyst prediction with 721,799 reactions and 888 catalyst types from USPTO. Task: Predict which catalyst facilitates the given reaction. Reactant: Cl[CH2:2][C:3]([NH:5][C@@H:6]([CH3:9])[CH2:7][OH:8])=[O:4].[I-].[K+].C(=O)([O-])[O-].[Cs+].[Cs+].[N+:18]([C:21]1[CH:22]=[N:23][NH:24][CH:25]=1)([O-:20])=[O:19]. Product: [OH:8][CH2:7][C@@H:6]([NH:5][C:3](=[O:4])[CH2:2][N:23]1[CH:22]=[C:21]([N+:18]([O-:20])=[O:19])[CH:25]=[N:24]1)[CH3:9]. The catalyst class is: 47.